Predict the reactants needed to synthesize the given product. From a dataset of Retrosynthesis with 50K atom-mapped reactions and 10 reaction types from USPTO. (1) Given the product Cc1nc2cc(OCc3ccccc3)c(OCc3ccccc3)cc2nc1C(=O)O, predict the reactants needed to synthesize it. The reactants are: Cc1nc2cc(OCc3ccccc3)c(OCc3ccccc3)cc2nc1C(=O)OCc1ccccc1. (2) Given the product COC(=O)c1cc(C(=O)OC)cc(-c2cccc(Cl)c2)c1, predict the reactants needed to synthesize it. The reactants are: COC(=O)c1cc(Br)cc(C(=O)OC)c1.OB(O)c1cccc(Cl)c1. (3) The reactants are: CNCCCNC.N#Cc1ccccc1S(=O)(=O)Cl. Given the product CNCCCN(C)S(=O)(=O)c1ccccc1C#N, predict the reactants needed to synthesize it. (4) The reactants are: CN(C)C/C=C/C(=O)O.Nc1cccc(-c2cnccc2Oc2ccc(Oc3ccccc3)cc2)c1. Given the product CN(C)C/C=C/C(=O)Nc1cccc(-c2cnccc2Oc2ccc(Oc3ccccc3)cc2)c1, predict the reactants needed to synthesize it. (5) Given the product CCCCn1cc(-c2ccc(OC)cc2)nc1-c1ccccc1, predict the reactants needed to synthesize it. The reactants are: CCCCBr.COc1ccc(-c2c[nH]c(-c3ccccc3)n2)cc1. (6) Given the product Fc1ncccc1-c1ccccn1, predict the reactants needed to synthesize it. The reactants are: Ic1ccccn1.OB(O)c1cccnc1F. (7) Given the product COc1cc2c(cc1C)/C(=N/O)CCC2, predict the reactants needed to synthesize it. The reactants are: COc1cc2c(cc1C)C(=O)CCC2.NO.